From a dataset of Forward reaction prediction with 1.9M reactions from USPTO patents (1976-2016). Predict the product of the given reaction. (1) Given the reactants Cl.[NH2:2][CH2:3][C:4]1[CH:13]=[CH:12][CH:11]=[C:10]2[C:5]=1[C:6](=[O:23])[N:7]([CH:15]1[CH2:20][CH2:19][C:18](=[O:21])[NH:17][C:16]1=[O:22])[C:8]([CH3:14])=[N:9]2.[C:24](Cl)(=[O:31])[CH2:25][CH2:26][CH2:27][CH2:28][CH2:29][CH3:30].C(N(CC)C(C)C)(C)C, predict the reaction product. The product is: [O:22]=[C:16]1[CH:15]([N:7]2[C:6](=[O:23])[C:5]3[C:10](=[CH:11][CH:12]=[CH:13][C:4]=3[CH2:3][NH:2][C:24](=[O:31])[CH2:25][CH2:26][CH2:27][CH2:28][CH2:29][CH3:30])[N:9]=[C:8]2[CH3:14])[CH2:20][CH2:19][C:18](=[O:21])[NH:17]1. (2) Given the reactants [F:1][C:2]1[C:3](O)=[N:4][CH:5]=[N:6][C:7]=1O.P(Cl)(Cl)([Cl:12])=O.CN(C)C1C=CC=CC=1.[Cl-:24].[Na+].O, predict the reaction product. The product is: [Cl:24][C:3]1[C:2]([F:1])=[C:7]([Cl:12])[N:6]=[CH:5][N:4]=1. (3) The product is: [CH:22]1([NH:28][C:2]2[CH:7]=[CH:6][C:5]([CH2:8][OH:9])=[CH:4][C:3]=2[N+:10]([O-:12])=[O:11])[CH2:27][CH2:26][CH2:25][CH2:24][CH2:23]1. Given the reactants F[C:2]1[CH:7]=[CH:6][C:5]([CH2:8][OH:9])=[CH:4][C:3]=1[N+:10]([O-:12])=[O:11].C(N(CC)C(C)C)(C)C.[CH:22]1([NH2:28])[CH2:27][CH2:26][CH2:25][CH2:24][CH2:23]1, predict the reaction product. (4) Given the reactants [CH2:1]([NH:4][C:5](=[O:11])[O:6][C:7]([CH3:10])([CH3:9])[CH3:8])[C:2]#[CH:3].[F:12][C:13]([F:24])([F:23])[C:14]1[CH:22]=[CH:21][C:17]([C:18](Cl)=[O:19])=[CH:16][CH:15]=1, predict the reaction product. The product is: [O:19]=[C:18]([C:17]1[CH:16]=[CH:15][C:14]([C:13]([F:12])([F:23])[F:24])=[CH:22][CH:21]=1)[C:3]#[C:2][CH2:1][NH:4][C:5](=[O:11])[O:6][C:7]([CH3:8])([CH3:10])[CH3:9]. (5) Given the reactants [F:1][C:2]([F:29])([F:28])[C:3]1[CH:27]=[CH:26][C:6]([CH2:7][N:8]2[C:24](=[O:25])[N:11]3[N:12]=[CH:13][C:14](Cl)=[C:15]([C:16]4[CH:21]=[CH:20][C:19]([Cl:22])=[CH:18][CH:17]=4)[C:10]3=[N:9]2)=[CH:5][CH:4]=1.[C:30]1([OH:36])[CH:35]=[CH:34][CH:33]=[CH:32][CH:31]=1.C([O-])([O-])=O.[K+].[K+], predict the reaction product. The product is: [F:1][C:2]([F:28])([F:29])[C:3]1[CH:4]=[CH:5][C:6]([CH2:7][N:8]2[C:24](=[O:25])[N:11]3[N:12]=[CH:13][C:14]([O:36][C:30]4[CH:35]=[CH:34][CH:33]=[CH:32][CH:31]=4)=[C:15]([C:16]4[CH:21]=[CH:20][C:19]([Cl:22])=[CH:18][CH:17]=4)[C:10]3=[N:9]2)=[CH:26][CH:27]=1.[Cl:22][C:19]1[CH:18]=[CH:17][C:16]([C:15]2[C:10]3[N:11]([C:24](=[O:25])[NH:8][N:9]=3)[N:12]=[CH:13][C:14]=2[O:36][C:30]2[CH:35]=[CH:34][CH:33]=[CH:32][CH:31]=2)=[CH:21][CH:20]=1. (6) Given the reactants [Cl:1][C:2]1[N:3]=[CH:4][CH:5]=[C:6]2[C:10]([CH3:11])=[C:9]([CH3:12])[NH:8][C:7]=12.Br[CH2:14][CH:15]1[CH2:17][CH2:16]1, predict the reaction product. The product is: [Cl:1][C:2]1[N:3]=[CH:4][CH:5]=[C:6]2[C:10]([CH3:11])=[C:9]([CH3:12])[N:8]([CH2:14][CH:15]3[CH2:17][CH2:16]3)[C:7]=12. (7) The product is: [CH3:1][C:2]1([CH3:15])[C:11]2[C:6](=[CH:7][C:8]([N+:12]([O-:14])=[O:13])=[CH:9][CH:10]=2)[N:5]([C:16](=[O:18])[CH3:17])[CH2:4][CH2:3]1. Given the reactants [CH3:1][C:2]1([CH3:15])[C:11]2[C:6](=[CH:7][C:8]([N+:12]([O-:14])=[O:13])=[CH:9][CH:10]=2)[NH:5][CH2:4][CH2:3]1.[C:16](OC(=O)C)(=[O:18])[CH3:17].O, predict the reaction product. (8) Given the reactants Br[C:2]1[CH:7]=[CH:6][C:5]([C:8]([OH:11])([CH3:10])[CH3:9])=[C:4]([O:12][CH3:13])[CH:3]=1.[Cl:14][C:15]1[CH:23]=[C:22]2[C:18]([C:19]([C:24]([O:26][CH3:27])=[O:25])=[CH:20][NH:21]2)=[CH:17][C:16]=1B1OCC(C)(C)CO1.C(O)C.C(=O)([O-])[O-].[K+].[K+], predict the reaction product. The product is: [Cl:14][C:15]1[CH:23]=[C:22]2[C:18]([C:19]([C:24]([O:26][CH3:27])=[O:25])=[CH:20][NH:21]2)=[CH:17][C:16]=1[C:2]1[CH:7]=[CH:6][C:5]([C:8]([OH:11])([CH3:10])[CH3:9])=[C:4]([O:12][CH3:13])[CH:3]=1. (9) Given the reactants [C:1]([C:5]1[C:6]([OH:15])=[C:7]([CH:13]=[O:14])[CH:8]=[C:9]([CH:12]=1)[CH:10]=O)([CH3:4])([CH3:3])C.[CH3:16][C:17]1[CH:22]=[CH:21][C:20]([C:23](=[O:25])[CH3:24])=[CH:19][CH:18]=1.II.O1CCOC[CH2:29]1, predict the reaction product. The product is: [CH:1]([C:5]1[C:6]([OH:15])=[C:7]([CH:8]=[C:9](/[CH:10]=[CH:24]/[C:23](=[O:25])[C:20]2[CH:21]=[CH:22][C:17]([CH3:16])=[CH:18][CH:19]=2)[CH:12]=1)[CH:13]=[O:14])([CH2:3][CH3:29])[CH3:4].